This data is from Full USPTO retrosynthesis dataset with 1.9M reactions from patents (1976-2016). The task is: Predict the reactants needed to synthesize the given product. Given the product [CH2:33]([O:35][C:36]1[C:39](=[O:40])[C:38](=[O:43])[C:37]=1[NH:1][C:2]1[CH:3]=[C:4]([C:8]2[CH:13]=[CH:12][C:11]([CH2:14][C@H:15]([NH:20][S:21]([C:24]3[C:29]([CH3:30])=[CH:28][C:27]([CH3:31])=[CH:26][C:25]=3[CH3:32])(=[O:23])=[O:22])[C:16]([O:18][CH3:19])=[O:17])=[CH:10][CH:9]=2)[CH:5]=[CH:6][CH:7]=1)[CH3:34], predict the reactants needed to synthesize it. The reactants are: [NH2:1][C:2]1[CH:3]=[C:4]([C:8]2[CH:13]=[CH:12][C:11]([CH2:14][C@H:15]([NH:20][S:21]([C:24]3[C:29]([CH3:30])=[CH:28][C:27]([CH3:31])=[CH:26][C:25]=3[CH3:32])(=[O:23])=[O:22])[C:16]([O:18][CH3:19])=[O:17])=[CH:10][CH:9]=2)[CH:5]=[CH:6][CH:7]=1.[CH2:33]([O:35][C:36]1[C:37](=O)[C:38](=[O:43])[C:39]=1[O:40]CC)[CH3:34].